Dataset: Full USPTO retrosynthesis dataset with 1.9M reactions from patents (1976-2016). Task: Predict the reactants needed to synthesize the given product. (1) Given the product [CH2:1]([N:8]1[CH2:15][C@H:14]2[C@H:10]([CH:11]=[CH:12][C:13]2=[O:16])[CH2:9]1)[C:2]1[CH:3]=[CH:4][CH:5]=[CH:6][CH:7]=1, predict the reactants needed to synthesize it. The reactants are: [CH2:1]([N:8]1[CH2:15][C@H:14]2[C@H:10]([C@H:11](O[Si](C(C)(C)C)(C)C)[CH2:12][C:13]2=[O:16])[CH2:9]1)[C:2]1[CH:7]=[CH:6][CH:5]=[CH:4][CH:3]=1.C([Si](C)(C)O)(C)(C)C.[F-].C([N+](CCCC)(CCCC)CCCC)CCC.O. (2) Given the product [F:12][C:13]([F:24])([F:23])[C:14](=[O:15])[CH:4]=[C:3]([O:2][CH3:1])[CH3:5], predict the reactants needed to synthesize it. The reactants are: [CH3:1][O:2][C:3]([CH3:5])=[CH2:4].N1C=CC=CC=1.[F:12][C:13]([F:24])([F:23])[C:14](O[C:14](=[O:15])[C:13]([F:24])([F:23])[F:12])=[O:15].C(OCC)C. (3) Given the product [Br:8][C:5]1[N:6]=[C:7]([CH:11]=[O:14])[C:2]([N:19]([CH:20]2[CH2:25][CH2:24][CH2:23][CH2:22][CH2:21]2)[CH2:17][CH3:18])=[N:3][CH:4]=1, predict the reactants needed to synthesize it. The reactants are: Br[C:2]1(C=O)[CH:7]=[N:6][C:5]([Br:8])=[CH:4][NH:3]1.[C:11]([O-:14])([O-])=O.[K+].[K+].[CH2:17]([NH:19][CH:20]1[CH2:25][CH2:24][CH2:23][CH2:22][CH2:21]1)[CH3:18]. (4) Given the product [CH2:4]1[C:13]2[C:8](=[CH:9][CH:10]=[N:11][CH:12]=2)[CH2:7][CH2:6][N:5]1[C:14]1[CH:20]=[CH:19][C:17]([NH:18][C:38]([NH:37][C:33]2[CH:34]=[CH:35][CH:36]=[C:31]([CH3:40])[CH:32]=2)=[O:39])=[CH:16][C:15]=1[CH3:21], predict the reactants needed to synthesize it. The reactants are: Cl.Cl.Cl.[CH2:4]1[C:13]2[C:8](=[CH:9][CH:10]=[N:11][CH:12]=2)[CH2:7][CH2:6][N:5]1[C:14]1[CH:20]=[CH:19][C:17]([NH2:18])=[CH:16][C:15]=1[CH3:21].C(N(CC)C(C)C)(C)C.[C:31]1([CH3:40])[CH:36]=[CH:35][CH:34]=[C:33]([N:37]=[C:38]=[O:39])[CH:32]=1. (5) Given the product [CH2:13]([N:7]([CH2:11][C:5]1[CH:6]=[CH:8][CH:9]=[CH:10][CH:4]=1)[C:6]1[CH:8]=[CH:9][CH:10]=[C:4]([N+:1]([O-:3])=[O:2])[C:5]=1[CH:11]=[CH2:12])[C:14]1[CH:19]=[CH:18][CH:17]=[CH:16][CH:15]=1, predict the reactants needed to synthesize it. The reactants are: [N+:1]([C:4]1[C:5]([CH:11]=[CH2:12])=[C:6]([CH:8]=[CH:9][CH:10]=1)[NH2:7])([O-:3])=[O:2].[CH2:13](Br)[C:14]1[CH:19]=[CH:18][CH:17]=[CH:16][CH:15]=1.